From a dataset of Full USPTO retrosynthesis dataset with 1.9M reactions from patents (1976-2016). Predict the reactants needed to synthesize the given product. (1) Given the product [CH3:13][S:14]([N:9]1[C:10]2[C:6](=[CH:5][C:4]([N+:1]([O-:3])=[O:2])=[CH:12][CH:11]=2)[CH2:7][CH2:8]1)(=[O:16])=[O:15], predict the reactants needed to synthesize it. The reactants are: [N+:1]([C:4]1[CH:5]=[C:6]2[C:10](=[CH:11][CH:12]=1)[NH:9][CH2:8][CH2:7]2)([O-:3])=[O:2].[CH3:13][S:14](Cl)(=[O:16])=[O:15]. (2) The reactants are: [C:1]([C:9]1[CH:33]=[CH:32][C:12]([O:13][CH2:14][CH2:15][CH2:16][C:17]#[C:18][C:19]2[CH:24]=[CH:23][C:22]([CH2:25][C@H:26]([O:30][CH3:31])[C:27]([OH:29])=[O:28])=[CH:21][CH:20]=2)=[CH:11][CH:10]=1)(=O)[C:2]1[CH:7]=[CH:6][CH:5]=[CH:4][CH:3]=1.[NH2:34][OH:35]. Given the product [OH:35][N:34]=[C:1]([C:2]1[CH:7]=[CH:6][CH:5]=[CH:4][CH:3]=1)[C:9]1[CH:33]=[CH:32][C:12]([O:13][CH2:14][CH2:15][CH2:16][C:17]#[C:18][C:19]2[CH:24]=[CH:23][C:22]([CH2:25][C@H:26]([O:30][CH3:31])[C:27]([OH:29])=[O:28])=[CH:21][CH:20]=2)=[CH:11][CH:10]=1, predict the reactants needed to synthesize it.